From a dataset of Reaction yield outcomes from USPTO patents with 853,638 reactions. Predict the reaction yield, written as a fraction of the theoretical maximum amount of product (1.0 means a 100% yield; for example, 0.34 means a 34% yield). (1) The reactants are [CH3:1][O:2][C:3]1[CH:15]=[CH:14][C:6]([CH2:7][NH:8][C:9]2[S:10][CH:11]=[CH:12][N:13]=2)=[CH:5][CH:4]=1.C[Si]([N-][Si](C)(C)C)(C)C.[Li+].[CH3:26][O:27][C:28]1[CH:33]=[C:32]([C:34]([F:37])([F:36])[F:35])[CH:31]=[CH:30][C:29]=1[C:38]1[C:47]2[C:42](=[CH:43][C:44]([S:48](OC3C(F)=C(F)C(F)=C(F)C=3F)(=[O:50])=[O:49])=[CH:45][CH:46]=2)[N:41]=[CH:40][C:39]=1[N+:63]([O-:65])=[O:64]. The catalyst is C1COCC1.[Cl-].[NH4+].O. The product is [CH3:26][O:27][C:28]1[CH:33]=[C:32]([C:34]([F:36])([F:35])[F:37])[CH:31]=[CH:30][C:29]=1[C:38]1[C:47]2[C:42](=[CH:43][C:44]([S:48]([N:8]([CH2:7][C:6]3[CH:5]=[CH:4][C:3]([O:2][CH3:1])=[CH:15][CH:14]=3)[C:9]3[S:10][CH:11]=[CH:12][N:13]=3)(=[O:50])=[O:49])=[CH:45][CH:46]=2)[N:41]=[CH:40][C:39]=1[N+:63]([O-:65])=[O:64]. The yield is 0.830. (2) The reactants are [CH2:1]=[C:2]1[C:7](=[O:8])[CH:6]2[CH2:9][CH2:10][N:3]1[CH2:4][CH2:5]2.C1COCC1. The catalyst is CO.CCOCC.[Pd]. The product is [CH3:1][CH:2]1[C:7](=[O:8])[CH:6]2[CH2:9][CH2:10][N:3]1[CH2:4][CH2:5]2. The yield is 0.900. (3) The reactants are [NH:1]1[C:9]2[C:4](=[CH:5][C:6]([NH2:10])=[CH:7][CH:8]=2)[CH:3]=[N:2]1.Br[C:12]1([C:16]([O:18][CH2:19][CH3:20])=[O:17])[CH2:15][CH2:14][CH2:13]1.C(N(CC)CC)C. The catalyst is C(O)C.C(Cl)Cl. The product is [CH2:19]([O:18][C:16]([C:12]1([NH:10][C:6]2[CH:5]=[C:4]3[C:9](=[CH:8][CH:7]=2)[NH:1][N:2]=[CH:3]3)[CH2:15][CH2:14][CH2:13]1)=[O:17])[CH3:20]. The yield is 0.170. (4) The reactants are [CH3:1][CH:2]([CH3:18])[CH:3]([PH:15](=[O:17])[OH:16])[NH:4][C:5](=[O:14])[CH2:6][CH2:7][C:8]1[CH:13]=[CH:12][CH:11]=[CH:10][CH:9]=1.C[Si](C)(C)N[Si](C)(C)C.[CH2:28]([O:35][C:36]([NH:38][CH2:39][CH2:40][CH2:41][CH2:42][C:43](=[CH2:49])[C:44]([O:46][CH2:47][CH3:48])=[O:45])=[O:37])[C:29]1[CH:34]=[CH:33][CH:32]=[CH:31][CH:30]=1. No catalyst specified. The product is [CH2:28]([O:35][C:36]([NH:38][CH2:39][CH2:40][CH2:41][CH2:42][CH:43]([CH2:49][P:15]([CH:3]([NH:4][C:5](=[O:14])[CH2:6][CH2:7][C:8]1[CH:13]=[CH:12][CH:11]=[CH:10][CH:9]=1)[CH:2]([CH3:18])[CH3:1])([OH:16])=[O:17])[C:44]([O:46][CH2:47][CH3:48])=[O:45])=[O:37])[C:29]1[CH:30]=[CH:31][CH:32]=[CH:33][CH:34]=1. The yield is 0.410.